Dataset: Catalyst prediction with 721,799 reactions and 888 catalyst types from USPTO. Task: Predict which catalyst facilitates the given reaction. Product: [Cl:20][C:11]1[S:10][C:9]2[NH:21][C:22](=[O:26])[C:23]([C:24]#[N:25])=[C:6]([OH:7])[C:8]=2[C:12]=1[C:13]1[CH:14]=[CH:15][C:16]([Br:19])=[CH:17][CH:18]=1. The catalyst class is: 7. Reactant: [H-].[Na+].C(O[C:6]([C:8]1[C:12]([C:13]2[CH:18]=[CH:17][C:16]([Br:19])=[CH:15][CH:14]=2)=[C:11]([Cl:20])[S:10][C:9]=1[NH:21][C:22](=[O:26])[CH2:23][C:24]#[N:25])=[O:7])C.Cl.